Dataset: Peptide-MHC class I binding affinity with 185,985 pairs from IEDB/IMGT. Task: Regression. Given a peptide amino acid sequence and an MHC pseudo amino acid sequence, predict their binding affinity value. This is MHC class I binding data. (1) The peptide sequence is EFTSFFYRY. The MHC is HLA-B40:01 with pseudo-sequence HLA-B40:01. The binding affinity (normalized) is 0.0847. (2) The peptide sequence is CLRRFIIFL. The MHC is HLA-A02:03 with pseudo-sequence HLA-A02:03. The binding affinity (normalized) is 0.114. (3) The peptide sequence is IIIVAVHVAS. The MHC is Mamu-B08 with pseudo-sequence Mamu-B08. The binding affinity (normalized) is 0.0426. (4) The peptide sequence is FYFTNDVSFL. The MHC is HLA-A30:02 with pseudo-sequence HLA-A30:02. The binding affinity (normalized) is 0.0351. (5) The peptide sequence is KPAVSSDSDI. The MHC is HLA-A03:01 with pseudo-sequence HLA-A03:01. The binding affinity (normalized) is 0.